Dataset: Reaction yield outcomes from USPTO patents with 853,638 reactions. Task: Predict the reaction yield, written as a fraction of the theoretical maximum amount of product (1.0 means a 100% yield; for example, 0.34 means a 34% yield). (1) The reactants are [CH3:1][N:2]([CH3:20])[C:3]([C:5]1[N:14]([CH:15]2[CH2:19][CH2:18][CH2:17][CH2:16]2)[C:8]2[N:9]=[C:10](Cl)[N:11]=[CH:12][C:7]=2[CH:6]=1)=[O:4].C(OC([N:28]1[CH2:33][CH2:32][CH:31]([NH:34][C:35]([C:37]2[CH:38]=[N:39][C:40]([NH2:43])=[CH:41][CH:42]=2)=[O:36])[CH2:30][CH2:29]1)=O)(C)(C)C.CCCC[N+](CCCC)(CCCC)CCCC.[F-]. The catalyst is C1COCC1. The product is [CH3:1][N:2]([CH3:20])[C:3]([C:5]1[N:14]([CH:15]2[CH2:19][CH2:18][CH2:17][CH2:16]2)[C:8]2[N:9]=[C:10]([NH:43][C:40]3[CH:41]=[CH:42][C:37]([C:35](=[O:36])[NH:34][CH:31]4[CH2:32][CH2:33][NH:28][CH2:29][CH2:30]4)=[CH:38][N:39]=3)[N:11]=[CH:12][C:7]=2[CH:6]=1)=[O:4]. The yield is 0.720. (2) The catalyst is ClCCCl.C(O)(=O)C.ClCCl. The reactants are [Cl:1][C:2]1[S:17][C:5]2[C:6]3([CH2:16][CH2:15][NH:14][CH2:13][CH2:12]3)[O:7][CH2:8][C:9]([F:11])([F:10])[C:4]=2[CH:3]=1.[Cl:18][C:19]1[C:20]([N:25]2[CH:29]=[C:28]([CH:30]=O)[C:27]([CH3:32])=[N:26]2)=[N:21][CH:22]=[CH:23][CH:24]=1.C(O[BH-](OC(=O)C)OC(=O)C)(=O)C.[Na+]. The yield is 0.560. The product is [Cl:1][C:2]1[S:17][C:5]2[C:6]3([O:7][CH2:8][C:9]([F:11])([F:10])[C:4]=2[CH:3]=1)[CH2:12][CH2:13][N:14]([CH2:30][C:28]1[C:27]([CH3:32])=[N:26][N:25]([C:20]2[C:19]([Cl:18])=[CH:24][CH:23]=[CH:22][N:21]=2)[CH:29]=1)[CH2:15][CH2:16]3.